From a dataset of Forward reaction prediction with 1.9M reactions from USPTO patents (1976-2016). Predict the product of the given reaction. (1) Given the reactants [N:1]1[C:5]2[CH:6]=[CH:7][CH:8]=[CH:9][C:4]=2[NH:3][C:2]=1[S:10][CH2:11][C:12]([C:14]1[CH:19]=[CH:18][C:17]([Br:20])=[CH:16][CH:15]=1)=[O:13].[OH-].[Na+].[CH3:23]I, predict the reaction product. The product is: [CH3:23][CH:11]([C:12]([C:14]1[CH:15]=[CH:16][C:17]([Br:20])=[CH:18][CH:19]=1)=[O:13])[S:10][C:2]1[NH:1][C:5]2[CH:6]=[CH:7][CH:8]=[CH:9][C:4]=2[N:3]=1. (2) The product is: [CH:1]1([NH:4][C:5]([C:7]2[C:16](=[O:17])[C:15]3[C:10](=[N:11][CH:12]=[CH:13][CH:14]=3)[N:9]([C:18]3[CH:23]=[C:22]([Br:24])[CH:21]=[C:20]([C:2]4[CH:30]=[N:27][C:26]([C:16]([OH:17])([CH3:7])[CH3:15])=[CH:3][CH:1]=4)[CH:19]=3)[CH:8]=2)=[O:6])[CH2:3][CH2:2]1. Given the reactants [CH:1]1([NH:4][C:5]([C:7]2[C:16](=[O:17])[C:15]3[C:10](=[N:11][CH:12]=[CH:13][CH:14]=3)[N:9]([C:18]3[CH:23]=[C:22]([Br:24])[CH:21]=[C:20](Br)[CH:19]=3)[CH:8]=2)=[O:6])[CH2:3][CH2:2]1.[CH3:26][N:27]([CH3:30])C=O, predict the reaction product. (3) The product is: [NH2:8][C:5]1[CH:6]=[CH:7][C:2]([Cl:1])=[CH:3][C:4]=1[CH:16]([C:18]1[CH:23]=[CH:22][CH:21]=[C:20]([Cl:24])[C:19]=1[Cl:25])[OH:17]. Given the reactants [Cl:1][C:2]1[CH:7]=[CH:6][C:5]([NH:8]C(=O)OC(C)(C)C)=[C:4]([CH:16]([C:18]2[CH:23]=[CH:22][CH:21]=[C:20]([Cl:24])[C:19]=2[Cl:25])[OH:17])[CH:3]=1.Cl.O1CCOCC1, predict the reaction product.